This data is from Full USPTO retrosynthesis dataset with 1.9M reactions from patents (1976-2016). The task is: Predict the reactants needed to synthesize the given product. (1) Given the product [Cl:43][C:41]1[CH:40]=[CH:39][C:9]([O:10][C:11]2[C:16]([F:17])=[CH:15][C:14]([S:18]([NH:21][C:22]3[S:26][N:25]=[CH:24][N:23]=3)(=[O:19])=[O:20])=[C:13]([F:38])[CH:12]=2)=[C:8]([C:6]2[N:7]3[CH:50]=[CH:51][N:1]=[C:2]3[CH:3]=[CH:4][CH:5]=2)[CH:42]=1, predict the reactants needed to synthesize it. The reactants are: [NH2:1][C:2]1[N:7]=[C:6]([C:8]2[CH:42]=[C:41]([Cl:43])[CH:40]=[CH:39][C:9]=2[O:10][C:11]2[C:16]([F:17])=[CH:15][C:14]([S:18]([N:21](CC3C=CC(OC)=CC=3OC)[C:22]3[S:26][N:25]=[CH:24][N:23]=3)(=[O:20])=[O:19])=[C:13]([F:38])[CH:12]=2)[CH:5]=[CH:4][CH:3]=1.C(=O)(O)[O-].[Na+].Cl[CH2:50][CH:51]=O. (2) Given the product [C:47]([O:15][CH2:14][C:13]([CH3:16])([CH3:17])[CH2:12][N:11]1[C:5]2[CH:4]=[CH:3][C:2]([Cl:1])=[CH:40][C:6]=2[C@@H:7]([C:30]2[CH:35]=[CH:34][CH:33]=[C:32]([O:36][CH3:37])[C:31]=2[O:38][CH3:39])[O:8][C@H:9]([CH2:19][C:20]2[S:21][C:22]([CH2:25][CH2:26][C:27]([OH:29])=[O:28])=[CH:23][N:24]=2)[C:10]1=[O:18])(=[O:49])[CH3:48], predict the reactants needed to synthesize it. The reactants are: [Cl:1][C:2]1[CH:3]=[CH:4][C:5]2[N:11]([CH2:12][C:13]([CH3:17])([CH3:16])[CH2:14][OH:15])[C:10](=[O:18])[C@@H:9]([CH2:19][C:20]3[S:21][C:22]([CH2:25][CH2:26][C:27]([OH:29])=[O:28])=[CH:23][N:24]=3)[O:8][C@H:7]([C:30]3[CH:35]=[CH:34][CH:33]=[C:32]([O:36][CH3:37])[C:31]=3[O:38][CH3:39])[C:6]=2[CH:40]=1.N1C=CC=CC=1.[C:47](Cl)(=[O:49])[CH3:48].O. (3) Given the product [C:20]([NH:19][C:17]1[S:18][C:14]([C:11]2[CH:10]=[CH:9][C:8]([O:7][CH3:6])=[C:13]([S:2]([Cl:1])(=[O:5])=[O:3])[CH:12]=2)=[C:15]([CH3:23])[N:16]=1)(=[O:22])[CH3:21], predict the reactants needed to synthesize it. The reactants are: [Cl:1][S:2]([OH:5])(=O)=[O:3].[CH3:6][O:7][C:8]1[CH:13]=[CH:12][C:11]([C:14]2[S:18][C:17]([NH:19][C:20](=[O:22])[CH3:21])=[N:16][C:15]=2[CH3:23])=[CH:10][CH:9]=1. (4) Given the product [NH2:1][CH:2]([C:7]1[CH:8]=[CH:9][C:10]([Cl:13])=[CH:11][CH:12]=1)[CH2:3][CH2:4][OH:5], predict the reactants needed to synthesize it. The reactants are: [NH2:1][CH:2]([C:7]1[CH:12]=[CH:11][C:10]([Cl:13])=[CH:9][CH:8]=1)[CH2:3][C:4](O)=[O:5].CO. (5) Given the product [O:16]1[CH2:17][C@H:15]1[CH2:14][O:13][C:4]1[CH:3]=[CH:2][CH:7]=[CH:6][C:5]=1[CH:8]([CH3:19])[C:9]([O:11][CH3:12])=[O:10], predict the reactants needed to synthesize it. The reactants are: F[C:2]1[CH:7]=[CH:6][C:5]([CH2:8][C:9]([O:11][CH3:12])=[O:10])=[C:4]([O:13][CH2:14][C@@H:15]2[CH2:17][O:16]2)[CH:3]=1.O[C:19]1C=CC=CC=1C(C)C(OC)=O.[N+](C1C=C(S(OC[C@@H]2CO2)(=O)=O)C=CC=1)([O-])=O.